This data is from Forward reaction prediction with 1.9M reactions from USPTO patents (1976-2016). The task is: Predict the product of the given reaction. (1) Given the reactants Cl.[CH2:2]([O:4][C:5](=[O:31])[CH:6]([NH:21][C:22]1[CH:27]=[CH:26][C:25]([C:28](=[NH:30])[NH2:29])=[CH:24][CH:23]=1)[C:7]1[CH:12]=[C:11]([O:13][CH2:14][CH3:15])[C:10]([O:16][CH2:17][CH2:18][OH:19])=[CH:9][C:8]=1[F:20])[CH3:3].CN(C=O)C.C(N(CC)CC)C.[C:44]1([N:50]=[C:51]=[O:52])[CH:49]=[CH:48][CH:47]=[CH:46][CH:45]=1, predict the reaction product. The product is: [CH2:2]([O:4][C:5](=[O:31])[CH:6]([NH:21][C:22]1[CH:27]=[CH:26][C:25]([C:28]([NH2:29])=[N:30][C:51](=[O:52])[NH:50][C:44]2[CH:49]=[CH:48][CH:47]=[CH:46][CH:45]=2)=[CH:24][CH:23]=1)[C:7]1[CH:12]=[C:11]([O:13][CH2:14][CH3:15])[C:10]([O:16][CH2:17][CH2:18][OH:19])=[CH:9][C:8]=1[F:20])[CH3:3]. (2) Given the reactants [N:1]#[C:2][NH2:3].C(OC(=O)[N:10]([CH2:23][CH3:24])[CH2:11][CH2:12][O:13][C:14]1[CH:19]=[CH:18][C:17]([N:20]=[C:21]=[S:22])=[CH:16][CH:15]=1)(C)(C)C.Br[CH2:27][C:28]([C:30]1[CH:39]=[CH:38][C:33]2[O:34][CH2:35][CH2:36][O:37][C:32]=2[CH:31]=1)=[O:29], predict the reaction product. The product is: [NH2:1][C:2]1[N:3]=[C:21]([NH:20][C:17]2[CH:16]=[CH:15][C:14]([O:13][CH2:12][CH2:11][NH:10][CH2:23][CH3:24])=[CH:19][CH:18]=2)[S:22][C:27]=1[C:28]([C:30]1[CH:39]=[CH:38][C:33]2[O:34][CH2:35][CH2:36][O:37][C:32]=2[CH:31]=1)=[O:29]. (3) Given the reactants C([NH:4][C:5]1[C:14]([Br:15])=[CH:13][C:12]([C:16]([O:18]C)=[O:17])=[C:11]2[C:6]=1[CH2:7][CH2:8][CH2:9][O:10]2)(=O)C.[OH-].[Na+].Cl, predict the reaction product. The product is: [NH2:4][C:5]1[C:14]([Br:15])=[CH:13][C:12]([C:16]([OH:18])=[O:17])=[C:11]2[C:6]=1[CH2:7][CH2:8][CH2:9][O:10]2.